This data is from NCI-60 drug combinations with 297,098 pairs across 59 cell lines. The task is: Regression. Given two drug SMILES strings and cell line genomic features, predict the synergy score measuring deviation from expected non-interaction effect. (1) Drug 1: CC1=C2C(C(=O)C3(C(CC4C(C3C(C(C2(C)C)(CC1OC(=O)C(C(C5=CC=CC=C5)NC(=O)C6=CC=CC=C6)O)O)OC(=O)C7=CC=CC=C7)(CO4)OC(=O)C)O)C)OC(=O)C. Drug 2: CCC1(C2=C(COC1=O)C(=O)N3CC4=CC5=C(C=CC(=C5CN(C)C)O)N=C4C3=C2)O.Cl. Cell line: A549. Synergy scores: CSS=60.2, Synergy_ZIP=1.85, Synergy_Bliss=1.19, Synergy_Loewe=0.942, Synergy_HSA=5.31. (2) Drug 1: CCC1(CC2CC(C3=C(CCN(C2)C1)C4=CC=CC=C4N3)(C5=C(C=C6C(=C5)C78CCN9C7C(C=CC9)(C(C(C8N6C)(C(=O)OC)O)OC(=O)C)CC)OC)C(=O)OC)O.OS(=O)(=O)O. Drug 2: C1=NNC2=C1C(=O)NC=N2. Cell line: NCI/ADR-RES. Synergy scores: CSS=2.77, Synergy_ZIP=0.967, Synergy_Bliss=3.26, Synergy_Loewe=2.65, Synergy_HSA=1.31. (3) Drug 1: CC1CCC2CC(C(=CC=CC=CC(CC(C(=O)C(C(C(=CC(C(=O)CC(OC(=O)C3CCCCN3C(=O)C(=O)C1(O2)O)C(C)CC4CCC(C(C4)OC)O)C)C)O)OC)C)C)C)OC. Drug 2: COC1=C2C(=CC3=C1OC=C3)C=CC(=O)O2. Cell line: NCI-H226. Synergy scores: CSS=12.0, Synergy_ZIP=-2.35, Synergy_Bliss=0.932, Synergy_Loewe=-7.02, Synergy_HSA=0.751. (4) Drug 1: C1=NC2=C(N1)C(=S)N=CN2. Drug 2: CC(C)NC(=O)C1=CC=C(C=C1)CNNC.Cl. Cell line: TK-10. Synergy scores: CSS=24.5, Synergy_ZIP=0.409, Synergy_Bliss=0.876, Synergy_Loewe=-39.1, Synergy_HSA=-2.61. (5) Drug 1: CCC1=CC2CC(C3=C(CN(C2)C1)C4=CC=CC=C4N3)(C5=C(C=C6C(=C5)C78CCN9C7C(C=CC9)(C(C(C8N6C)(C(=O)OC)O)OC(=O)C)CC)OC)C(=O)OC.C(C(C(=O)O)O)(C(=O)O)O. Drug 2: C1=NC2=C(N=C(N=C2N1C3C(C(C(O3)CO)O)F)Cl)N. Cell line: SW-620. Synergy scores: CSS=53.6, Synergy_ZIP=-3.77, Synergy_Bliss=-3.88, Synergy_Loewe=-6.65, Synergy_HSA=-1.50. (6) Drug 1: C1CCN(CC1)CCOC2=CC=C(C=C2)C(=O)C3=C(SC4=C3C=CC(=C4)O)C5=CC=C(C=C5)O. Drug 2: CC(C)CN1C=NC2=C1C3=CC=CC=C3N=C2N. Cell line: NCI-H460. Synergy scores: CSS=4.28, Synergy_ZIP=1.70, Synergy_Bliss=2.15, Synergy_Loewe=0.551, Synergy_HSA=-1.21.